From a dataset of Catalyst prediction with 721,799 reactions and 888 catalyst types from USPTO. Predict which catalyst facilitates the given reaction. (1) Reactant: [OH-].[Na+].[CH3:3][O:4]/[C:5](=[CH:10]\[C:11]1[CH:16]=[CH:15][C:14]([C:17]2[CH:22]=[CH:21][CH:20]=[C:19]([N:23]([CH3:35])[C:24]([NH:26][CH2:27][CH2:28][C:29]3[CH:34]=[CH:33][CH:32]=[CH:31][CH:30]=3)=[O:25])[CH:18]=2)=[CH:13][CH:12]=1)/[C:6]([O:8]C)=[O:7].C(O)(=O)C. Product: [CH3:3][O:4]/[C:5](=[CH:10]\[C:11]1[CH:12]=[CH:13][C:14]([C:17]2[CH:22]=[CH:21][CH:20]=[C:19]([N:23]([CH3:35])[C:24]([NH:26][CH2:27][CH2:28][C:29]3[CH:30]=[CH:31][CH:32]=[CH:33][CH:34]=3)=[O:25])[CH:18]=2)=[CH:15][CH:16]=1)/[C:6]([OH:8])=[O:7]. The catalyst class is: 7. (2) Reactant: [CH:1]1([C:4]2[C:9]3[N:10]([C:31]4[CH:36]=[CH:35][CH:34]=[CH:33][N:32]=4)[C:11]([C@@H:13]([NH:15][C:16]4[N:24]=[CH:23][N:22]=[C:21]5[C:17]=4[N:18]=[CH:19][N:20]5C4CCCCO4)[CH3:14])=[N:12][C:8]=3[CH:7]=[CH:6][C:5]=2[F:37])[CH2:3][CH2:2]1. Product: [CH:1]1([C:4]2[C:9]3[N:10]([C:31]4[CH:36]=[CH:35][CH:34]=[CH:33][N:32]=4)[C:11]([C@@H:13]([NH:15][C:16]4[N:24]=[CH:23][N:22]=[C:21]5[C:17]=4[N:18]=[CH:19][NH:20]5)[CH3:14])=[N:12][C:8]=3[CH:7]=[CH:6][C:5]=2[F:37])[CH2:3][CH2:2]1. The catalyst class is: 209. (3) Reactant: [Cl:1][C:2]1[C:27]([O:28][CH2:29][CH3:30])=[N:26][C:5]2[N:6]=[C:7]([N:13]3[CH2:18][CH2:17][N:16](C(OC(C)(C)C)=O)[CH2:15][CH2:14]3)[C:8]3[N:9]([CH:10]=[N:11][N:12]=3)[C:4]=2[CH:3]=1.C(O)(C(F)(F)F)=O. Product: [Cl:1][C:2]1[C:27]([O:28][CH2:29][CH3:30])=[N:26][C:5]2[N:6]=[C:7]([N:13]3[CH2:18][CH2:17][NH:16][CH2:15][CH2:14]3)[C:8]3[N:9]([CH:10]=[N:11][N:12]=3)[C:4]=2[CH:3]=1. The catalyst class is: 2. (4) Reactant: Br[C:2]1[CH:9]=[CH:8][C:7]([O:10][Si:11]([C:14]([CH3:17])([CH3:16])[CH3:15])([CH3:13])[CH3:12])=[CH:6][C:3]=1[C:4]#[N:5].[CH3:18][C:19]1([CH3:35])[C:23]([CH3:25])([CH3:24])[O:22][B:21]([B:21]2[O:22][C:23]([CH3:25])([CH3:24])[C:19]([CH3:35])([CH3:18])[O:20]2)[O:20]1.C([O-])(=O)C.[K+]. Product: [Si:11]([O:10][C:7]1[CH:8]=[CH:9][C:2]([B:21]2[O:22][C:23]([CH3:25])([CH3:24])[C:19]([CH3:35])([CH3:18])[O:20]2)=[C:3]([CH:6]=1)[C:4]#[N:5])([C:14]([CH3:17])([CH3:16])[CH3:15])([CH3:13])[CH3:12]. The catalyst class is: 75. (5) Reactant: [OH:1][C:2]1[C:11]([OH:12])=[CH:10][CH:9]=[CH:8][C:3]=1[C:4]([O:6][CH3:7])=[O:5].[CH3:13][O:14][CH2:15][CH2:16]Br.C(=O)([O-])[O-].[K+].[K+].[C:24]([O:27][CH2:28]C)(=O)[CH3:25]. The catalyst class is: 3. Product: [CH3:13][O:14][CH2:15][CH2:16][O:1][C:2]1[C:11]([O:12][CH2:25][CH2:24][O:27][CH3:28])=[CH:10][CH:9]=[CH:8][C:3]=1[C:4]([O:6][CH3:7])=[O:5]. (6) Reactant: [H-].[H-].[H-].[H-].[Li+].[Al+3].[CH2:7]([N:14]1[C@H:19]([CH2:20][CH3:21])[C@@H:18]([CH3:22])[O:17][CH2:16][C:15]1=O)[C:8]1[CH:13]=[CH:12][CH:11]=[CH:10][CH:9]=1.S([O-])([O-])(=O)=O.[Na+].[Na+]. Product: [CH2:7]([N:14]1[CH2:15][CH2:16][O:17][C@H:18]([CH3:22])[C@H:19]1[CH2:20][CH3:21])[C:8]1[CH:9]=[CH:10][CH:11]=[CH:12][CH:13]=1. The catalyst class is: 1. (7) Reactant: [Cl:1][C:2]1[CH:7]=[CH:6][C:5]([CH:8]2[C:11]3([CH2:16][CH2:15][NH:14][CH2:13][CH2:12]3)[CH2:10][N:9]2[CH:17]([CH3:19])[CH3:18])=[CH:4][CH:3]=1.[N:20]([C@@H:23]([C@@H:28]([CH3:31])[CH2:29][CH3:30])[C:24]([O:26]C)=[O:25])=[C:21]=[O:22].C(O)C(N)(CO)CO. Product: [Cl:1][C:2]1[CH:3]=[CH:4][C:5]([CH:8]2[C:11]3([CH2:16][CH2:15][N:14]([C:21]([NH:20][C@H:23]([C:24]([OH:26])=[O:25])[C@H:28]([CH2:29][CH3:30])[CH3:31])=[O:22])[CH2:13][CH2:12]3)[CH2:10][N:9]2[CH:17]([CH3:19])[CH3:18])=[CH:6][CH:7]=1. The catalyst class is: 344.